This data is from Full USPTO retrosynthesis dataset with 1.9M reactions from patents (1976-2016). The task is: Predict the reactants needed to synthesize the given product. (1) Given the product [F:22][C:23]1[CH:24]=[C:25]([CH2:30][C:31]([OH:33])=[O:32])[CH:26]=[CH:27][C:28]=1[O:29][C:2]1[C:11]2[C:6](=[CH:7][C:8]([O:17][CH2:18][CH2:19][O:20][CH3:21])=[C:9]([O:12][CH2:13][CH2:14][O:15][CH3:16])[CH:10]=2)[N:5]=[CH:4][N:3]=1, predict the reactants needed to synthesize it. The reactants are: Cl[C:2]1[C:11]2[C:6](=[CH:7][C:8]([O:17][CH2:18][CH2:19][O:20][CH3:21])=[C:9]([O:12][CH2:13][CH2:14][O:15][CH3:16])[CH:10]=2)[N:5]=[CH:4][N:3]=1.[F:22][C:23]1[CH:24]=[C:25]([CH2:30][C:31]([OH:33])=[O:32])[CH:26]=[CH:27][C:28]=1[OH:29]. (2) Given the product [C:1]([NH:4][C@@H:5]1[C@@H:18]([O:19][CH2:20][CH:21]=[CH2:22])[C@H:17]([O:23][CH2:26][C:27]2[CH:32]=[CH:31][CH:30]=[CH:29][CH:28]=2)[C@@H:16]([CH2:24][O:25][CH2:8][C:9]2[CH:14]=[CH:13][CH:12]=[CH:11][CH:10]=2)[O:15][C@@H:6]1[O:7][CH2:8][C:9]1[CH:10]=[CH:11][CH:12]=[CH:13][CH:14]=1)(=[O:3])[CH3:2], predict the reactants needed to synthesize it. The reactants are: [C:1]([NH:4][C@@H:5]1[C@@H:18]([O:19][CH2:20][CH:21]=[CH2:22])[C@H:17]([OH:23])[C@@H:16]([CH2:24][OH:25])[O:15][C@@H:6]1[O:7][CH2:8][C:9]1[CH:14]=[CH:13][CH:12]=[CH:11][CH:10]=1)(=[O:3])[CH3:2].[CH2:26](Br)[C:27]1[CH:32]=[CH:31][CH:30]=[CH:29][CH:28]=1.[H-].[Na+].C(=O)=O. (3) The reactants are: [CH2:1]([N:3]([CH2:12][CH3:13])[C:4]1[CH:9]=[CH:8][C:7]([N:10]=O)=[CH:6][CH:5]=1)[CH3:2].[C:14]1([C:20]2[CH:24]=[C:23]([NH2:25])[N:22]([C:26]3[CH:31]=[CH:30][CH:29]=[CH:28][N:27]=3)[N:21]=2)[CH:19]=[CH:18][CH:17]=[CH:16][CH:15]=1. Given the product [CH2:1]([N:3]([CH2:12][CH3:13])[C:4]1[CH:9]=[C:8]2[C:7]([N:10]=[C:24]3[C:20]([C:14]4[CH:15]=[CH:16][CH:17]=[CH:18][CH:19]=4)=[N:21][N:22]([C:26]4[CH:31]=[CH:30][CH:29]=[CH:28][N:27]=4)[C:23]3=[N:25]2)=[CH:6][CH:5]=1)[CH3:2], predict the reactants needed to synthesize it. (4) The reactants are: [CH3:1][O:2][C:3]1[C:11]2[N:10]=[C:9]([C:12]3[S:13][CH:14]=[CH:15][CH:16]=3)[NH:8][C:7]=2[C:6]([C:17]([OH:19])=O)=[CH:5][CH:4]=1.[NH2:20][CH2:21][CH:22]1[CH2:27][CH2:26][CH2:25][CH2:24][N:23]1[C:28]([O:30][C:31]([CH3:34])([CH3:33])[CH3:32])=[O:29]. Given the product [CH3:1][O:2][C:3]1[C:11]2[NH:10][C:9]([C:12]3[S:13][CH:14]=[CH:15][CH:16]=3)=[N:8][C:7]=2[C:6]([C:17]([NH:20][CH2:21][CH:22]2[CH2:27][CH2:26][CH2:25][CH2:24][N:23]2[C:28]([O:30][C:31]([CH3:34])([CH3:33])[CH3:32])=[O:29])=[O:19])=[CH:5][CH:4]=1, predict the reactants needed to synthesize it. (5) The reactants are: Br[C:2]1[CH:3]=[C:4]([C:8]2[N:12]3[CH:13]=[CH:14][C:15]4[C:20]([C:11]3=[N:10][N:9]=2)=[CH:19][CH:18]=[CH:17][CH:16]=4)[CH:5]=[CH:6][CH:7]=1.[CH:21]1[C:33]2[NH:32][C:31]3[C:26](=[CH:27][CH:28]=[CH:29][CH:30]=3)[C:25]=2[CH:24]=[CH:23][CH:22]=1.C1OCCOCCOCCOCCOCCOC1.C(=O)([O-])[O-].[K+].[K+]. Given the product [CH:30]1[C:31]2[N:32]([C:2]3[CH:3]=[C:4]([C:8]4[N:12]5[CH:13]=[CH:14][C:15]6[C:20]([C:11]5=[N:10][N:9]=4)=[CH:19][CH:18]=[CH:17][CH:16]=6)[CH:5]=[CH:6][CH:7]=3)[C:33]3[C:25](=[CH:24][CH:23]=[CH:22][CH:21]=3)[C:26]=2[CH:27]=[CH:28][CH:29]=1, predict the reactants needed to synthesize it. (6) The reactants are: Cl[C:2]1[CH:7]=[C:6]([C:8]([F:11])([F:10])[F:9])[N:5]=[C:4]([OH:12])[C:3]=1[N+:13]([O-:15])=[O:14].[CH2:16]([NH2:23])[C:17]1[CH:22]=[CH:21][CH:20]=[CH:19][CH:18]=1. Given the product [CH2:16]([NH:23][C:2]1[CH:7]=[C:6]([C:8]([F:11])([F:10])[F:9])[N:5]=[C:4]([OH:12])[C:3]=1[N+:13]([O-:15])=[O:14])[C:17]1[CH:22]=[CH:21][CH:20]=[CH:19][CH:18]=1, predict the reactants needed to synthesize it. (7) Given the product [O:17]1[CH:18]=[CH:19][C:15]([C:14]2[C:8]3[C:9](=[N:10][CH:11]=[C:6]([C:4]([OH:5])=[O:3])[CH:7]=3)[NH:12][CH:13]=2)=[CH:16]1, predict the reactants needed to synthesize it. The reactants are: C([O:3][C:4]([C:6]1[CH:7]=[C:8]2[C:14]([C:15]3[CH:19]=[CH:18][O:17][CH:16]=3)=[CH:13][N:12](S(C3C=CC=CC=3)(=O)=O)[C:9]2=[N:10][CH:11]=1)=[O:5])C.[OH-].[Na+].C(O)(=O)C.